Dataset: Full USPTO retrosynthesis dataset with 1.9M reactions from patents (1976-2016). Task: Predict the reactants needed to synthesize the given product. Given the product [N:28]1[CH:29]=[CH:30][CH:31]=[C:26]([C:2]2[CH:3]=[C:4]([C:7]3[N:11]4[CH:12]=[CH:13][C:14]([C:16]([F:19])([F:18])[F:17])=[N:15][C:10]4=[N:9][CH:8]=3)[S:5][CH:6]=2)[CH:27]=1, predict the reactants needed to synthesize it. The reactants are: Br[C:2]1[CH:3]=[C:4]([C:7]2[N:11]3[CH:12]=[CH:13][C:14]([C:16]([F:19])([F:18])[F:17])=[N:15][C:10]3=[N:9][CH:8]=2)[S:5][CH:6]=1.B1([C:26]2[CH:31]=[CH:30][CH:29]=[N:28][CH:27]=2)OCCCO1.C(=O)([O-])[O-].[Cs+].[Cs+].